From a dataset of Retrosynthesis with 50K atom-mapped reactions and 10 reaction types from USPTO. Predict the reactants needed to synthesize the given product. (1) Given the product Cn1cnc(Nc2ncc(Cl)c(NC3CCC4(CC3)CCN(C(=O)CC#N)CC4)n2)c1, predict the reactants needed to synthesize it. The reactants are: Cn1cnc(Nc2ncc(Cl)c(NC3CCC4(CCNCC4)CC3)n2)c1.N#CCC(=O)O. (2) The reactants are: CC(=O)OCCn1cc(-c2ccc(=O)n(Cc3cccc(-c4ncc(OCCN5CCOCC5)cn4)c3)n2)cn1. Given the product O=c1ccc(-c2cnn(CCO)c2)nn1Cc1cccc(-c2ncc(OCCN3CCOCC3)cn2)c1, predict the reactants needed to synthesize it. (3) Given the product Clc1ccc(I)c(OCc2ncccc2Br)c1, predict the reactants needed to synthesize it. The reactants are: OCc1ncccc1Br.Oc1cc(Cl)ccc1I. (4) Given the product Cc1cccc(N2CCN(CCCc3cc(-c4ccc(F)cc4)n(C(C)(C)C)n3)CC2C)c1, predict the reactants needed to synthesize it. The reactants are: CC(C)(C)n1nc(CCC=O)cc1-c1ccc(F)cc1.Cc1cccc(N2CCNCC2C)c1.